Dataset: Reaction yield outcomes from USPTO patents with 853,638 reactions. Task: Predict the reaction yield, written as a fraction of the theoretical maximum amount of product (1.0 means a 100% yield; for example, 0.34 means a 34% yield). (1) The catalyst is O1CCOCC1.C(Cl)Cl. The yield is 0.680. The product is [CH2:29]([O:28][C:24]1[CH:23]=[C:22]([N:21]2[CH2:20][C@@:2]3([CH2:7][CH2:6][CH2:5][C@H:4]([CH2:8][N:9]4[C:13]5[CH:14]=[C:15]([C:18]#[N:19])[CH:16]=[CH:17][C:12]=5[N:11]=[CH:10]4)[CH2:3]3)[O:1][C:41]2=[O:42])[CH:27]=[CH:26][CH:25]=1)[C:30]1[CH:31]=[CH:32][CH:33]=[CH:34][CH:35]=1. The reactants are [OH:1][C@@:2]1([CH2:20][NH:21][C:22]2[CH:27]=[CH:26][CH:25]=[C:24]([O:28][CH2:29][C:30]3[CH:35]=[CH:34][CH:33]=[CH:32][CH:31]=3)[CH:23]=2)[CH2:7][CH2:6][CH2:5][C@H:4]([CH2:8][N:9]2[C:13]3[CH:14]=[C:15]([C:18]#[N:19])[CH:16]=[CH:17][C:12]=3[N:11]=[CH:10]2)[CH2:3]1.C1N=CN([C:41](N2C=NC=C2)=[O:42])C=1.C([O-])(O)=O.[Na+]. (2) The reactants are [NH2:1][C:2]1[C:7]([C:8]2[N:17]([C:18]3[CH:23]=[CH:22][C:21]([C:24]4([NH:28][C:29](=[O:35])[O:30][C:31]([CH3:34])([CH3:33])[CH3:32])[CH2:27][CH2:26][CH2:25]4)=[CH:20][CH:19]=3)[C:11]3=[N:12][C:13](Cl)=[CH:14][CH:15]=[C:10]3[N:9]=2)=[CH:6][CH:5]=[CH:4][N:3]=1.[CH3:36][N:37]([CH3:61])[C:38]([CH:40]1[O:45][CH2:44][CH2:43][N:42]([C:46]2[CH:51]=[CH:50][CH:49]=[C:48](B3OC(C)(C)C(C)(C)O3)[CH:47]=2)[CH2:41]1)=[O:39].[OH-].[Na+]. The catalyst is CN(C=O)C.CCOC(C)=O.CCOCC.CC(P(C(C)(C)C)C1C=CC(N(C)C)=CC=1)(C)C.CC(P(C(C)(C)C)C1C=CC(N(C)C)=CC=1)(C)C.Cl[Pd]Cl. The product is [NH2:1][C:2]1[C:7]([C:8]2[N:17]([C:18]3[CH:23]=[CH:22][C:21]([C:24]4([NH:28][C:29](=[O:35])[O:30][C:31]([CH3:34])([CH3:33])[CH3:32])[CH2:27][CH2:26][CH2:25]4)=[CH:20][CH:19]=3)[C:11]3=[N:12][C:13]([C:48]4[CH:49]=[CH:50][CH:51]=[C:46]([N:42]5[CH2:43][CH2:44][O:45][CH:40]([C:38](=[O:39])[N:37]([CH3:36])[CH3:61])[CH2:41]5)[CH:47]=4)=[CH:14][CH:15]=[C:10]3[N:9]=2)=[CH:6][CH:5]=[CH:4][N:3]=1. The yield is 0.365. (3) The reactants are [CH3:1][C:2]1[CH:3]=[C:4]([CH:7]=[C:8]([CH3:21])[C:9]=1[CH2:10][C:11]1[CH:16]=[CH:15][C:14]([OH:17])=[C:13]([CH:18]([CH3:20])[CH3:19])[CH:12]=1)[CH2:5][OH:6].[CH3:22][P:23](=O)([OH:25])[OH:24].N1C=CC=CC=1.CCN=C=NCCCN(C)C. The catalyst is CN(C=O)C. The product is [CH3:1][C:2]1[CH:3]=[C:4]([CH:7]=[C:8]([CH3:21])[C:9]=1[CH2:10][C:11]1[CH:16]=[CH:15][C:14]([OH:17])=[C:13]([CH:18]([CH3:19])[CH3:20])[CH:12]=1)[CH2:5][O:6][P:23]([CH3:22])(=[O:24])[OH:25]. The yield is 0.240. (4) The reactants are FC1C=C(C=CC=1)C([NH:7][C:8]1[CH:13]=[CH:12][C:11]([CH3:14])=[C:10]([C:15]2[CH:16]=[C:17]3[C:21](=[CH:22][CH:23]=2)[NH:20][C:19]2[N:24]=[CH:25][N:26]=[CH:27][C:18]3=2)[CH:9]=1)=O.O1CCOCC1.[OH-].[Na+].CCOC(C)=O. The catalyst is CC(O)C.C(Cl)(Cl)Cl. The product is [CH3:14][C:11]1[CH:12]=[CH:13][C:8]([NH2:7])=[CH:9][C:10]=1[C:15]1[CH:16]=[C:17]2[C:21](=[CH:22][CH:23]=1)[NH:20][C:19]1[N:24]=[CH:25][N:26]=[CH:27][C:18]2=1. The yield is 0.938. (5) The catalyst is [Pd]. The product is [NH:35]1[CH2:37][CH2:31][CH:11]([NH:10][C:28]([C:12]2[C:13]([CH3:27])=[C:14](/[CH:15]=[C:16]3\[C:17](=[O:26])[NH:18][C:19]4[C:24]\3=[CH:23][C:22]([F:25])=[CH:21][CH:20]=4)[NH:10][C:11]=2[CH3:31])=[O:30])[CH2:12][CH2:34]1. The yield is 0.437. The reactants are N1C2C(=NC=CC=2)N([N:10]2[C:14](/[CH:15]=[C:16]3\[C:17](=[O:26])[NH:18][C:19]4[C:24]\3=[CH:23][C:22]([F:25])=[CH:21][CH:20]=4)=[C:13]([CH3:27])[C:12]([C:28]([O-:30])=O)=[C:11]2[CH3:31])N=1.CO.[CH3:34][N:35]([CH:37]=O)C. (6) The catalyst is Cl. The reactants are C([NH:4][C:5]1(C(OCC)=O)[CH2:14][C:13]2[C:8](=[CH:9][CH:10]=[CH:11][CH:12]=2)[NH:7][C:6]1=[O:15])(=O)C. The product is [NH2:4][CH:5]1[CH2:14][C:13]2[C:8](=[CH:9][CH:10]=[CH:11][CH:12]=2)[NH:7][C:6]1=[O:15]. The yield is 0.720. (7) The reactants are [CH3:1][N:2]1[C:6]([C:7]([NH:9][C:10]2[CH:11]=[C:12]([C:16]#[C:17][C:18]3[CH:19]=[C:20]([C:24]([N:26]=[S:27]([C:30]4[CH:31]=[C:32]([CH:37]=[CH:38][CH:39]=4)[C:33]([O:35]C)=[O:34])([CH3:29])=[O:28])=[O:25])[CH:21]=[N:22][CH:23]=3)[CH:13]=[CH:14][CH:15]=2)=[O:8])=[CH:5][C:4]([CH3:40])=[N:3]1.[OH-].[Na+].C(O)(=O)C. The catalyst is C1COCC1. The product is [CH3:1][N:2]1[C:6]([C:7]([NH:9][C:10]2[CH:11]=[C:12]([C:16]#[C:17][C:18]3[CH:19]=[C:20]([C:24]([N:26]=[S:27]([C:30]4[CH:31]=[C:32]([CH:37]=[CH:38][CH:39]=4)[C:33]([OH:35])=[O:34])([CH3:29])=[O:28])=[O:25])[CH:21]=[N:22][CH:23]=3)[CH:13]=[CH:14][CH:15]=2)=[O:8])=[CH:5][C:4]([CH3:40])=[N:3]1. The yield is 0.620.